Dataset: Catalyst prediction with 721,799 reactions and 888 catalyst types from USPTO. Task: Predict which catalyst facilitates the given reaction. (1) Reactant: [H-].C(N([Al](N(CCCCCC)CCCCCC)N(CCCCCC)CCCCCC)CCCCCC)CCCCC.[Li+].N[C@H](C(O)=[O:53])CC1CCCCC1.[C:55]([C:57]([C:60]1[CH:67]=[CH:66][C:63]([C:64]#N)=[CH:62][CH:61]=1)([CH3:59])[CH3:58])#[N:56]. Product: [CH:64]([C:63]1[CH:66]=[CH:67][C:60]([C:57]([CH3:59])([CH3:58])[C:55]#[N:56])=[CH:61][CH:62]=1)=[O:53]. The catalyst class is: 1. (2) The catalyst class is: 23. Reactant: [I:1][C:2]1[C:10]2[C:5](=[CH:6][CH:7]=[CH:8][C:9]=2[N+:11]([O-:13])=[O:12])[NH:4][N:3]=1.Br[CH2:15][C:16]1[CH:17]=[C:18]([CH:23]=[CH:24][CH:25]=1)[C:19]([O:21][CH3:22])=[O:20].C(N=C(N(C)C)N(C)C)(C)(C)C. Product: [I:1][C:2]1[C:10]2[C:5](=[CH:6][CH:7]=[CH:8][C:9]=2[N+:11]([O-:13])=[O:12])[N:4]([CH2:15][C:16]2[CH:17]=[C:18]([CH:23]=[CH:24][CH:25]=2)[C:19]([O:21][CH3:22])=[O:20])[N:3]=1. (3) Reactant: O1CCOCC1.Br[C:8]1[C:12]([CH3:14])([CH3:13])[O:11]/[C:10](=[C:15]2/[C:16](=[O:26])[NH:17][C:18]3[C:23]/2=[CH:22][C:21]([F:24])=[C:20]([F:25])[CH:19]=3)/[CH:9]=1.[CH3:27][O:28][C:29]([C:31]1[CH:36]=[CH:35][C:34](B(O)O)=[CH:33][CH:32]=1)=[O:30].C([O-])([O-])=O.[Na+].[Na+]. Product: [F:24][C:21]1[CH:22]=[C:23]2[C:18](=[CH:19][C:20]=1[F:25])[NH:17][C:16](=[O:26])/[C:15]/2=[C:10]1\[CH:9]=[C:8]([C:34]2[CH:35]=[CH:36][C:31]([C:29]([O:28][CH3:27])=[O:30])=[CH:32][CH:33]=2)[C:12]([CH3:14])([CH3:13])[O:11]\1. The catalyst class is: 189. (4) Reactant: [Br:1][C:2]1[CH:9]=[C:8]([O:10][CH3:11])[C:7]([OH:12])=[CH:6][C:3]=1[CH:4]=[O:5].S(=O)(=O)([OH:15])N.CCOC(C)=O.[Cl:24]([O-:26])=[O:25].[Na+:27]. Product: [Cl:24]([O-:26])=[O:25].[Na+:27].[Br:1][C:2]1[CH:9]=[C:8]([O:10][CH3:11])[C:7]([OH:12])=[CH:6][C:3]=1[C:4]([OH:15])=[O:5]. The catalyst class is: 6.